This data is from Forward reaction prediction with 1.9M reactions from USPTO patents (1976-2016). The task is: Predict the product of the given reaction. (1) Given the reactants [Cl:1][C:2]1[CH:7]=[C:6]([N:8]2[CH2:13][CH2:12][O:11][CH2:10][CH2:9]2)[N:5]=[C:4](N)[N:3]=1.[I:15]CI.N(OCCC(C)C)=O, predict the reaction product. The product is: [Cl:1][C:2]1[N:3]=[C:4]([I:15])[N:5]=[C:6]([N:8]2[CH2:13][CH2:12][O:11][CH2:10][CH2:9]2)[CH:7]=1. (2) Given the reactants BrCC([C:5]1[CH:10]=[CH:9][CH:8]=[CH:7][C:6]=1[CH2:11][C:12]([NH:15][C:16](=[O:21])[C:17]([F:20])([F:19])[F:18])([CH3:14])[CH3:13])=O.[C:22]([NH2:25])(=[S:24])[CH3:23].[CH2:26](O)[CH3:27], predict the reaction product. The product is: [CH3:14][C:12]([NH:15][C:16](=[O:21])[C:17]([F:18])([F:19])[F:20])([CH3:13])[CH2:11][C:6]1[CH:5]=[CH:10][C:9]([C:26]2[N:25]=[C:22]([CH3:23])[S:24][CH:27]=2)=[CH:8][CH:7]=1. (3) Given the reactants CN(C)[CH:3]=[CH:4][C:5]([C:7]1[S:11][C:10]([N:12]=CN(C)C)=[N:9][C:8]=1[CH3:17])=O.[NH:19]([C:23]1[CH:24]=[CH:25][C:26]([N:32]2[CH2:37][CH2:36][O:35][CH2:34][CH2:33]2)=[C:27]([CH:31]=1)[C:28]([NH2:30])=[O:29])[C:20]([NH2:22])=[NH:21], predict the reaction product. The product is: [NH2:12][C:10]1[S:11][C:7]([C:5]2[CH:4]=[CH:3][N:22]=[C:20]([NH:19][C:23]3[CH:24]=[CH:25][C:26]([N:32]4[CH2:37][CH2:36][O:35][CH2:34][CH2:33]4)=[C:27]([CH:31]=3)[C:28]([NH2:30])=[O:29])[N:21]=2)=[C:8]([CH3:17])[N:9]=1. (4) The product is: [Cl:1][C:2]1[CH:3]=[C:4]([CH:8]([C:9]([C:11]2[CH:12]=[CH:13][C:14]([Cl:17])=[CH:15][CH:16]=2)=[O:10])[CH2:20][CH:19]([CH3:21])[C:18]([O:23][CH3:24])=[O:22])[CH:5]=[CH:6][CH:7]=1. Given the reactants [Cl:1][C:2]1[CH:3]=[C:4]([CH2:8][C:9]([C:11]2[CH:16]=[CH:15][C:14]([Cl:17])=[CH:13][CH:12]=2)=[O:10])[CH:5]=[CH:6][CH:7]=1.[C:18]([O:23][CH3:24])(=[O:22])[C:19]([CH3:21])=[CH2:20].CC(C)([O-])C.[K+].O.C(O)(=O)CC(CC(O)=O)(C(O)=O)O.C(OC(C)C)(=O)C.[Cl-].[Na+], predict the reaction product. (5) Given the reactants O.[NH2:2][NH2:3].[NH2:4][C:5]1[N:6]=[CH:7][C:8]([C:20]#[N:21])=[N:9][C:10]=1[C:11]1[O:12][C:13]([C:16]([CH3:19])([CH3:18])[CH3:17])=[N:14][N:15]=1, predict the reaction product. The product is: [NH2:4][C:5]1[N:6]=[CH:7][C:8](/[C:20](=[N:2]/[NH2:3])/[NH2:21])=[N:9][C:10]=1[C:11]1[O:12][C:13]([C:16]([CH3:18])([CH3:17])[CH3:19])=[N:14][N:15]=1. (6) Given the reactants [Cl:1][C:2]1[C:7]([O:8][CH3:9])=[CH:6][C:5]([C:10]2[O:11][CH:12]=[CH:13][CH:14]=2)=[CH:4][C:3]=1[O:15][CH3:16].CON(C)[C:20](=[O:36])[CH:21]([O:34][CH3:35])[C:22]1[CH:27]=[CH:26][C:25]([N:28]2[CH2:33][CH2:32][O:31][CH2:30][CH2:29]2)=[CH:24][CH:23]=1, predict the reaction product. The product is: [Cl:1][C:2]1[C:7]([O:8][CH3:9])=[CH:6][C:5]([C:10]2[O:11][C:12]([C:20](=[O:36])[CH:21]([O:34][CH3:35])[C:22]3[CH:23]=[CH:24][C:25]([N:28]4[CH2:29][CH2:30][O:31][CH2:32][CH2:33]4)=[CH:26][CH:27]=3)=[CH:13][CH:14]=2)=[CH:4][C:3]=1[O:15][CH3:16]. (7) Given the reactants [CH2:1]([C:5]1[S:9][C:8]([CH:10]2[CH2:15][CH2:14][N:13]([S:16]([C:19]3([C:25]([NH:27][O:28]C4CCCCO4)=[O:26])[CH2:24][CH2:23][O:22][CH2:21][CH2:20]3)(=[O:18])=[O:17])[CH2:12][CH2:11]2)=[CH:7][CH:6]=1)[CH2:2][CH2:3][CH3:4].FC(F)(F)C(O)=O.Cl.CN(C)CCCN=C=NCC.O.ON1C2C=CC=CC=2N=N1.O1CCCCC1ON.CN1CCOCC1, predict the reaction product. The product is: [CH2:1]([C:5]1[S:9][C:8]([CH:10]2[CH2:15][CH2:14][N:13]([S:16]([C:19]3([C:25]([NH:27][OH:28])=[O:26])[CH2:24][CH2:23][O:22][CH2:21][CH2:20]3)(=[O:18])=[O:17])[CH2:12][CH2:11]2)=[CH:7][CH:6]=1)[CH2:2][CH2:3][CH3:4].